From a dataset of Catalyst prediction with 721,799 reactions and 888 catalyst types from USPTO. Predict which catalyst facilitates the given reaction. (1) Reactant: [C:1]([C:4]1[N:9]=[C:8]([C:10]2[CH:15]=[CH:14][C:13]([O:16][C:17]3[CH:22]=[CH:21][C:20]([F:23])=[CH:19][CH:18]=3)=[CH:12][CH:11]=2)[N:7]=[C:6]([NH:24][C@@H:25]([CH3:30])[C:26]([O:28]C)=[O:27])[CH:5]=1)(=[O:3])[NH2:2].O[Li].O. Product: [C:1]([C:4]1[N:9]=[C:8]([C:10]2[CH:15]=[CH:14][C:13]([O:16][C:17]3[CH:22]=[CH:21][C:20]([F:23])=[CH:19][CH:18]=3)=[CH:12][CH:11]=2)[N:7]=[C:6]([NH:24][C@@H:25]([CH3:30])[C:26]([OH:28])=[O:27])[CH:5]=1)(=[O:3])[NH2:2]. The catalyst class is: 20. (2) Reactant: [Cl:1][C:2]1[CH:7]=[CH:6][C:5]([CH:8]([C:33]2[CH:38]=[CH:37][C:36]([Cl:39])=[CH:35][CH:34]=2)[C:9]2[CH:10]=[C:11]3[C:16](=[CH:17][CH:18]=2)[N:15]=[CH:14][N:13]=[C:12]3[NH:19][CH:20]2[CH2:25][CH2:24][N:23](C(OC(C)(C)C)=O)[CH2:22][CH2:21]2)=[CH:4][CH:3]=1.C(O)(C(F)(F)F)=O. Product: [Cl:1][C:2]1[CH:7]=[CH:6][C:5]([CH:8]([C:33]2[CH:34]=[CH:35][C:36]([Cl:39])=[CH:37][CH:38]=2)[C:9]2[CH:10]=[C:11]3[C:16](=[CH:17][CH:18]=2)[N:15]=[CH:14][N:13]=[C:12]3[NH:19][CH:20]2[CH2:21][CH2:22][NH:23][CH2:24][CH2:25]2)=[CH:4][CH:3]=1. The catalyst class is: 4. (3) Reactant: [CH2:1]([C:3]1[NH:4][C:5]2[CH:11]=[C:10]([NH2:12])[CH:9]=[CH:8][C:6]=2[N:7]=1)[CH3:2].[Br:13]Br. Product: [CH2:1]([C:3]1[NH:4][C:5]2[C:11]([Br:13])=[C:10]([NH2:12])[CH:9]=[CH:8][C:6]=2[N:7]=1)[CH3:2]. The catalyst class is: 52. (4) Reactant: [CH3:1][C:2]1[CH:24]=[CH:23][C:22]([CH3:25])=[CH:21][C:3]=1[CH2:4][O:5][C:6]1[CH:11]=[CH:10][C:9]([C:12](=[O:20])[CH2:13][CH2:14][C:15]([O:17]CC)=[O:16])=[CH:8][CH:7]=1.[OH-].[Na+].Cl. Product: [CH3:1][C:2]1[CH:24]=[CH:23][C:22]([CH3:25])=[CH:21][C:3]=1[CH2:4][O:5][C:6]1[CH:7]=[CH:8][C:9]([C:12](=[O:20])[CH2:13][CH2:14][C:15]([OH:17])=[O:16])=[CH:10][CH:11]=1. The catalyst class is: 8. (5) Reactant: [CH3:1][O:2][C:3]([C:5]1[CH:6]=[N:7][N:8]([C:11]([CH3:14])([CH3:13])[CH3:12])[C:9]=1[CH3:10])=[O:4].[Br:15]N1C(=O)CCC1=O.[Al]. Product: [CH3:1][O:2][C:3]([C:5]1[CH:6]=[N:7][N:8]([C:11]([CH3:14])([CH3:13])[CH3:12])[C:9]=1[CH2:10][Br:15])=[O:4]. The catalyst class is: 53.